From a dataset of Forward reaction prediction with 1.9M reactions from USPTO patents (1976-2016). Predict the product of the given reaction. (1) Given the reactants [CH3:1][C:2](=[CH:4][CH2:5][CH2:6]/[C:7](=[CH:9]/[CH2:10]O)/[CH3:8])[CH3:3].P(Br)(Br)[Br:13], predict the reaction product. The product is: [CH2:10]([Br:13])/[CH:9]=[C:7](/[CH2:6][CH2:5][CH:4]=[C:2]([CH3:3])[CH3:1])\[CH3:8]. (2) Given the reactants [F:1][C:2]1[C:3]([NH:22][C:23]2[CH:28]=[CH:27][C:26]([I:29])=[CH:25][C:24]=2[F:30])=[C:4]([C:9]([N:11]2[CH2:14][C:13]([C:16]([CH3:21])([CH3:20])[C:17](O)=[O:18])([OH:15])[CH2:12]2)=[O:10])[CH:5]=[CH:6][C:7]=1[F:8].C(N(CC)CC)C.C1CN([P+](ON2N=NC3C=CC=CC2=3)(N2CCCC2)N2CCCC2)CC1.F[P-](F)(F)(F)(F)F.[BH4-].[Na+], predict the reaction product. The product is: [F:1][C:2]1[C:3]([NH:22][C:23]2[CH:28]=[CH:27][C:26]([I:29])=[CH:25][C:24]=2[F:30])=[C:4]([C:9]([N:11]2[CH2:12][C:13]([C:16]([CH3:21])([CH3:20])[CH2:17][OH:18])([OH:15])[CH2:14]2)=[O:10])[CH:5]=[CH:6][C:7]=1[F:8]. (3) Given the reactants [CH3:1][O:2][C:3]1[CH:8]=[C:7]([N:9]2[CH2:14][CH2:13][NH:12][CH2:11][CH2:10]2)[CH:6]=[C:5]([O:15][CH3:16])[N:4]=1.[F:17][C:18]([F:28])([C:24]([F:27])([F:26])[F:25])/[CH:19]=[CH:20]/[C:21](O)=[O:22].C(N(CC)CC)C.CN(C(ON1N=NC2C=CC=CC1=2)=[N+](C)C)C.F[P-](F)(F)(F)(F)F, predict the reaction product. The product is: [CH3:1][O:2][C:3]1[CH:8]=[C:7]([N:9]2[CH2:10][CH2:11][N:12]([C:21](=[O:22])/[CH:20]=[CH:19]/[C:18]([F:17])([F:28])[C:24]([F:25])([F:26])[F:27])[CH2:13][CH2:14]2)[CH:6]=[C:5]([O:15][CH3:16])[N:4]=1. (4) Given the reactants [CH3:1][O:2][C:3](=[O:22])[CH:4]([OH:21])[CH2:5][NH:6][C:7]1[CH:8]=[C:9]2[C:13](=[C:14]([F:16])[CH:15]=1)[N:12]([CH:17]([CH3:19])[CH3:18])[C:11](=[O:20])[CH2:10]2.[C:23](OCC)(=[O:25])C, predict the reaction product. The product is: [CH3:1][O:2][C:3]([C@@H:4]1[O:21][C:23](=[O:25])[N:6]([C:7]2[CH:8]=[C:9]3[C:13](=[C:14]([F:16])[CH:15]=2)[N:12]([CH:17]([CH3:19])[CH3:18])[C:11](=[O:20])[CH2:10]3)[CH2:5]1)=[O:22]. (5) Given the reactants [BH4-].[Na+].[F:3][C:4]([F:29])([F:28])[C:5]1[CH:23]=[C:22]([C:24]([F:27])([F:26])[F:25])[CH:21]=[CH:20][C:6]=1[CH2:7][O:8][C:9]1[CH:18]=[C:17]2[C:12]([C:13](=[O:19])[CH2:14][CH2:15][S:16]2)=[CH:11][CH:10]=1, predict the reaction product. The product is: [F:29][C:4]([F:3])([F:28])[C:5]1[CH:23]=[C:22]([C:24]([F:27])([F:25])[F:26])[CH:21]=[CH:20][C:6]=1[CH2:7][O:8][C:9]1[CH:18]=[C:17]2[C:12]([CH:13]([OH:19])[CH2:14][CH2:15][S:16]2)=[CH:11][CH:10]=1. (6) Given the reactants Br[C:2]1[CH:24]=[CH:23][C:5]2[C:6]3[N:7]([CH:11]=[C:12]([C:14]4[N:18]([CH:19]([CH3:21])[CH3:20])[N:17]=[C:16]([CH3:22])[N:15]=4)[N:13]=3)[CH2:8][CH2:9][O:10][C:4]=2[CH:3]=1.Cl.[NH:26]1[CH2:30][CH2:29][CH2:28][CH:27]1[CH:31]1[CH2:36][CH2:35][N:34]([CH:37]2[CH2:42][CH2:41][O:40][CH2:39][CH2:38]2)[CH2:33][CH2:32]1, predict the reaction product. The product is: [CH:19]([N:18]1[C:14]([C:12]2[N:13]=[C:6]3[C:5]4[CH:23]=[CH:24][C:2]([N:26]5[CH2:30][CH2:29][CH2:28][CH:27]5[CH:31]5[CH2:36][CH2:35][N:34]([CH:37]6[CH2:42][CH2:41][O:40][CH2:39][CH2:38]6)[CH2:33][CH2:32]5)=[CH:3][C:4]=4[O:10][CH2:9][CH2:8][N:7]3[CH:11]=2)=[N:15][C:16]([CH3:22])=[N:17]1)([CH3:21])[CH3:20].